The task is: Predict the reactants needed to synthesize the given product.. This data is from Full USPTO retrosynthesis dataset with 1.9M reactions from patents (1976-2016). (1) Given the product [F:1][C:2]1[CH:3]=[C:4]([N+:12]([O-:14])=[O:13])[CH:5]=[C:6]2[C:10]=1[NH:9][C:8](=[O:11])[CH2:7]2, predict the reactants needed to synthesize it. The reactants are: [F:1][C:2]1[CH:3]=[CH:4][CH:5]=[C:6]2[C:10]=1[NH:9][C:8](=[O:11])[CH2:7]2.[N+:12]([O-])([OH:14])=[O:13]. (2) Given the product [N:1]1[CH:6]=[CH:5][C:4]([CH:7]([OH:8])[C:10]2[Se:9][C:13]([CH:7]([C:4]3[CH:5]=[CH:6][N:1]=[CH:2][CH:3]=3)[OH:8])=[CH:12][CH:11]=2)=[CH:3][CH:2]=1, predict the reactants needed to synthesize it. The reactants are: [N:1]1[CH:6]=[CH:5][C:4]([CH:7]=[O:8])=[CH:3][CH:2]=1.[Se:9]1[CH:13]=[CH:12][CH:11]=[CH:10]1. (3) Given the product [F:2][C:3]1([F:8])[CH2:7][CH2:6][N:5]([CH2:10][CH2:11][NH:12][C:13](=[O:19])[O:14][C:15]([CH3:18])([CH3:17])[CH3:16])[CH2:4]1, predict the reactants needed to synthesize it. The reactants are: Cl.[F:2][C:3]1([F:8])[CH2:7][CH2:6][NH:5][CH2:4]1.Br[CH2:10][CH2:11][NH:12][C:13](=[O:19])[O:14][C:15]([CH3:18])([CH3:17])[CH3:16].C(N(CC)C(C)C)(C)C. (4) Given the product [C:62]([O:69][C:67](=[O:68])[CH2:66][NH:65][C:35]([C@H:9]1[C@H:8]([C:4]2[CH:5]=[CH:6][CH:7]=[C:2]([Cl:1])[C:3]=2[F:31])[C@:12]([C:15]2[CH:20]=[CH:19][C:18]([Cl:21])=[CH:17][C:16]=2[F:22])([C:13]#[N:14])[C@H:11]([CH2:23][C:24]([CH3:26])([CH3:27])[CH3:25])[NH:10]1)=[O:39])([CH3:64])([CH3:74])[CH3:63], predict the reactants needed to synthesize it. The reactants are: [Cl:1][C:2]1[C:3]([F:31])=[C:4]([CH:8]2[C:12]([C:15]3[CH:20]=[CH:19][C:18]([Cl:21])=[CH:17][C:16]=3[F:22])([C:13]#[N:14])[CH:11]([CH2:23][C:24]([CH3:27])([CH3:26])[CH3:25])[NH:10][CH:9]2C(O)=O)[CH:5]=[CH:6][CH:7]=1.CN([C:35]([O:39]N1N=NC2C=CC=NC1=2)=[N+](C)C)C.F[P-](F)(F)(F)(F)F.CCN([CH:62]([CH3:64])[CH3:63])C(C)C.[NH2:65][CH:66](C(C)(C)C)[C:67]([O-:69])=[O:68].[CH2:74](Cl)Cl. (5) Given the product [N+:10]([CH2:9][CH2:8][CH2:7][C:6]([OH:13])=[O:5])([O-:12])=[O:11], predict the reactants needed to synthesize it. The reactants are: C([O:5][C:6](=[O:13])[CH2:7][CH2:8][CH2:9][N+:10]([O-:12])=[O:11])(C)(C)C.C(O)(C(F)(F)F)=O. (6) Given the product [CH2:1]([O:8][C:9]1[CH:10]=[CH:11][C:12]([CH2:15][C@H:16]([N:20]([CH3:37])[NH:21][C:22](=[O:36])[CH2:23][CH2:24][NH:25][C:26]([NH:28][CH2:29][C:30]2[CH:31]=[CH:32][CH:33]=[CH:34][CH:35]=2)=[O:27])[C:17]([N:43]([CH2:42][CH:41]([O:40][CH2:38][CH3:39])[O:55][CH2:56][CH3:57])[CH2:44][C:45]2[C:54]3[C:49](=[CH:50][CH:51]=[CH:52][CH:53]=3)[CH:48]=[CH:47][CH:46]=2)=[O:19])=[CH:13][CH:14]=1)[C:2]1[CH:7]=[CH:6][CH:5]=[CH:4][CH:3]=1, predict the reactants needed to synthesize it. The reactants are: [CH2:1]([O:8][C:9]1[CH:14]=[CH:13][C:12]([CH2:15][C@H:16]([N:20]([CH3:37])[NH:21][C:22](=[O:36])[CH2:23][CH2:24][NH:25][C:26]([NH:28][CH2:29][C:30]2[CH:35]=[CH:34][CH:33]=[CH:32][CH:31]=2)=[O:27])[C:17]([OH:19])=O)=[CH:11][CH:10]=1)[C:2]1[CH:7]=[CH:6][CH:5]=[CH:4][CH:3]=1.[CH2:38]([O:40][CH:41]([O:55][CH2:56][CH3:57])[CH2:42][NH:43][CH2:44][C:45]1[C:54]2[C:49](=[CH:50][CH:51]=[CH:52][CH:53]=2)[CH:48]=[CH:47][CH:46]=1)[CH3:39].C[N+]1(C2N=C(OC)N=C(OC)N=2)CCOCC1.[Cl-]. (7) Given the product [CH:1]1([NH:7][C:8](=[S:11])[NH:9][N:10]=[CH:18][C:13]2[CH:14]=[CH:15][CH:16]=[CH:17][N:12]=2)[CH2:2][CH2:3][CH2:4][CH2:5][CH2:6]1, predict the reactants needed to synthesize it. The reactants are: [CH:1]1([NH:7][C:8](=[S:11])[NH:9][NH2:10])[CH2:6][CH2:5][CH2:4][CH2:3][CH2:2]1.[N:12]1[CH:17]=[CH:16][CH:15]=[CH:14][C:13]=1[CH:18]=O. (8) Given the product [F:32][C:33]1[CH:34]=[C:35]([C:12]2[N:11]=[CH:10][C:9]3[O:8][C:5]4[C:4]([C@:15]5([N:20]=[C:19]([NH2:21])[CH2:18][O:17][CH2:16]5)[C:14]=3[CH:13]=2)=[CH:3][C:2]([C:25]2[CH:24]=[N:23][CH:28]=[CH:27][CH:26]=2)=[CH:7][CH:6]=4)[CH:36]=[CH:37][C:38]=1[F:39], predict the reactants needed to synthesize it. The reactants are: Br[C:2]1[CH:3]=[C:4]2[C@:15]3([N:20]=[C:19]([NH2:21])[CH2:18][O:17][CH2:16]3)[C:14]3[CH:13]=[C:12](Cl)[N:11]=[CH:10][C:9]=3[O:8][C:5]2=[CH:6][CH:7]=1.[N:23]1[CH:28]=[CH:27][CH:26]=[C:25](B(O)O)[CH:24]=1.[F:32][C:33]1[CH:34]=[C:35](B(O)O)[CH:36]=[CH:37][C:38]=1[F:39].